This data is from Forward reaction prediction with 1.9M reactions from USPTO patents (1976-2016). The task is: Predict the product of the given reaction. (1) Given the reactants [Br:1][C:2]1[CH:10]=[C:9]2[C:5]([CH2:6][N:7]([C@H:12](C(C)C)[C:13]([O:15][CH3:16])=[O:14])[C:8]2=[O:11])=[CH:4][CH:3]=1.Cl.COC(=O)CN, predict the reaction product. The product is: [Br:1][C:2]1[CH:10]=[C:9]2[C:5]([CH2:6][N:7]([CH2:12][C:13]([O:15][CH3:16])=[O:14])[C:8]2=[O:11])=[CH:4][CH:3]=1. (2) Given the reactants [CH:1]1([N:4]2[C:12]3[CH:11]=[CH:10][N:9]=[CH:8][C:7]=3[N:6]([CH2:13][C:14]3[N:24]([CH2:25][CH2:26][CH:27]([CH3:29])[CH3:28])[C:17]4=[N:18][CH:19]=[C:20]([C:22]#[N:23])[CH:21]=[C:16]4[N:15]=3)[C:5]2=[O:30])[CH2:3][CH2:2]1, predict the reaction product. The product is: [NH2:23][CH2:22][C:20]1[CH:21]=[C:16]2[N:15]=[C:14]([CH2:13][N:6]3[C:7]4[CH:8]=[N:9][CH:10]=[CH:11][C:12]=4[N:4]([CH:1]4[CH2:2][CH2:3]4)[C:5]3=[O:30])[N:24]([CH2:25][CH2:26][CH:27]([CH3:29])[CH3:28])[C:17]2=[N:18][CH:19]=1. (3) Given the reactants [CH3:1][C:2]([CH3:9])([CH3:8])/[CH:3]=[CH:4]/[C:5](O)=[O:6].S(Cl)([Cl:12])=O, predict the reaction product. The product is: [CH3:1][C:2]([CH3:9])([CH3:8])/[CH:3]=[CH:4]/[C:5]([Cl:12])=[O:6]. (4) Given the reactants C(OC(=O)CN(C1C2C=C(COC3C=CC(C4C=C(F)C(F)=CC=4OC)=CC=3)C=CC=2ON=1)CCOC)C.[F:39][C:40]1[C:45]([F:46])=[CH:44][C:43]([C:47]2[CH:52]=[CH:51][C:50]([O:53][CH2:54][C:55]3[C:63]4[O:62][N:61]=[C:60]([NH:64][CH3:65])[C:59]=4[CH:58]=[CH:57][CH:56]=3)=[CH:49][CH:48]=2)=[C:42]([O:66][CH3:67])[CH:41]=1.[CH3:68][CH2:69][O:70][C:71]([CH2:73]Br)=[O:72], predict the reaction product. The product is: [CH2:69]([O:70][C:71](=[O:72])[CH2:73][N:64]([C:60]1[C:59]2[CH:58]=[CH:57][CH:56]=[C:55]([CH2:54][O:53][C:50]3[CH:51]=[CH:52][C:47]([C:43]4[CH:44]=[C:45]([F:46])[C:40]([F:39])=[CH:41][C:42]=4[O:66][CH3:67])=[CH:48][CH:49]=3)[C:63]=2[O:62][N:61]=1)[CH3:65])[CH3:68]. (5) Given the reactants S(Cl)([Cl:3])=O.[Cl:5][C:6]1[CH:11]=[CH:10][C:9]([NH:12][CH2:13][CH2:14][CH2:15]O)=[CH:8][CH:7]=1, predict the reaction product. The product is: [Cl:5][C:6]1[CH:11]=[CH:10][C:9]([NH:12][CH2:13][CH2:14][CH2:15][Cl:3])=[CH:8][CH:7]=1.[Cl:5][C:6]1[CH:11]=[CH:10][C:9]([NH:12][CH2:13][CH2:14][CH2:15][Cl:3])=[CH:8][CH:7]=1. (6) Given the reactants [CH:1]([CH:3]1[CH2:8][CH2:7][CH2:6][CH2:5][CH2:4]1)=[CH2:2].C(=O)([O-])[O-].[Cs+].[Cs+].[C:15]([NH:23][C:24]1[CH:36]=[C:35](Br)[CH:34]=[CH:33][C:25]=1[C:26]([O:28]C(C)(C)C)=[O:27])(=[O:22])[C:16]1[CH:21]=[CH:20][CH:19]=[CH:18][CH:17]=1.C(O)(=O)CC(CC(O)=O)(C(O)=O)O, predict the reaction product. The product is: [C:15]([NH:23][C:24]1[CH:36]=[C:35]([CH2:2][CH2:1][CH:3]2[CH2:8][CH2:7][CH2:6][CH2:5][CH2:4]2)[CH:34]=[CH:33][C:25]=1[C:26]([OH:28])=[O:27])(=[O:22])[C:16]1[CH:17]=[CH:18][CH:19]=[CH:20][CH:21]=1. (7) Given the reactants C(Cl)(=O)C(Cl)=O.CS(C)=O.[CH3:11][C:12]1([CH2:18][CH2:19][OH:20])[CH2:17][CH2:16][CH2:15][CH2:14][CH2:13]1.C(N(CC)CC)C, predict the reaction product. The product is: [CH3:11][C:12]1([CH2:18][CH:19]=[O:20])[CH2:17][CH2:16][CH2:15][CH2:14][CH2:13]1. (8) Given the reactants [CH2:1]([C:9]([CH2:14][NH:15][CH3:16])(C)C(O)O)[CH2:2][CH2:3][CH2:4][CH2:5][CH2:6]CC.[CH3:17][CH2:18][CH2:19][CH2:20][C:21]([O:26][CH3:27])([O:24][CH3:25])OC.[C:28]1(C)[C:29](S(O)(=O)=O)=CC=C[CH:33]=1, predict the reaction product. The product is: [CH2:20]([C:21]12[N:15]([CH2:14][CH2:9][CH2:1][CH2:2][CH2:3][CH2:4][CH2:5][CH3:6])[CH2:16][C:33]([CH2:28][CH3:29])([CH2:25][O:24]1)[CH2:27][O:26]2)[CH2:19][CH2:18][CH3:17]. (9) Given the reactants [CH2:1]([O:3][C:4]([CH:6]1[C:15]([CH:16]=O)=[CH:14][C:13]2[C:8](=[C:9]([O:20][CH3:21])[CH:10]=[CH:11][C:12]=2[O:18][CH3:19])[O:7]1)=[O:5])C.[CH3:22][O:23][C:24](=[O:31])[C@@H:25]([NH2:30])[CH2:26][CH:27]([CH3:29])[CH3:28].CCN(C(C)C)C(C)C.C([BH3-])#N.[Na+].C(O)(=O)C, predict the reaction product. The product is: [CH3:1][O:3][C:4]([CH:6]1[C:15]([CH2:16][NH:30][C@H:25]([C:24]([O:23][CH3:22])=[O:31])[CH2:26][CH:27]([CH3:29])[CH3:28])=[CH:14][C:13]2[C:8](=[C:9]([O:20][CH3:21])[CH:10]=[CH:11][C:12]=2[O:18][CH3:19])[O:7]1)=[O:5].